This data is from Full USPTO retrosynthesis dataset with 1.9M reactions from patents (1976-2016). The task is: Predict the reactants needed to synthesize the given product. (1) Given the product [C:1]([O:5][C:6](=[O:34])[NH:7][CH2:8][CH2:9][CH:10]1[CH2:15][CH2:14][N:13]([C:16](=[O:33])[C:17]2[CH:22]=[C:21]([OH:23])[CH:20]=[C:19]([O:24][C:25]3[CH:30]=[CH:29][C:28]([CH2:31][NH:32][C:6]([O:5][C:1]([CH3:4])([CH3:3])[CH3:2])=[O:34])=[CH:27][CH:26]=3)[CH:18]=2)[CH2:12][CH2:11]1)([CH3:4])([CH3:2])[CH3:3], predict the reactants needed to synthesize it. The reactants are: [C:1]([O:5][C:6](=[O:34])[NH:7][CH2:8][CH2:9][CH:10]1[CH2:15][CH2:14][N:13]([C:16](=[O:33])[C:17]2[CH:22]=[C:21]([OH:23])[CH:20]=[C:19]([O:24][C:25]3[CH:30]=[CH:29][C:28]([C:31]#[N:32])=[CH:27][CH:26]=3)[CH:18]=2)[CH2:12][CH2:11]1)([CH3:4])([CH3:3])[CH3:2].[BH4-].[Na+]. (2) Given the product [CH3:1][O:2][C:3](=[O:13])[C:4]1[C:9]([Cl:10])=[CH:8][C:7]([C:14]2[CH:19]=[CH:18][CH:17]=[CH:16][CH:15]=2)=[CH:6][C:5]=1[Cl:12], predict the reactants needed to synthesize it. The reactants are: [CH3:1][O:2][C:3](=[O:13])[C:4]1[C:9]([Cl:10])=[CH:8][C:7](Br)=[CH:6][C:5]=1[Cl:12].[C:14]1(B(O)O)[CH:19]=[CH:18][CH:17]=[CH:16][CH:15]=1.C([O-])([O-])=O.[Na+].[Na+]. (3) Given the product [C:1]([O:5][C:6]([N:8]1[CH2:11][CH:10]([CH2:12][O:13][C:34]2[N:33]=[N:32][C:31]([CH2:37][CH2:38][CH2:39][CH3:40])=[C:30]([C:27]3[CH:26]=[CH:25][C:24]([O:23][CH2:16][C:17]4[CH:18]=[CH:19][CH:20]=[CH:21][CH:22]=4)=[CH:29][CH:28]=3)[CH:35]=2)[CH2:9]1)=[O:7])([CH3:4])([CH3:3])[CH3:2], predict the reactants needed to synthesize it. The reactants are: [C:1]([O:5][C:6]([N:8]1[CH2:11][CH:10]([CH2:12][OH:13])[CH2:9]1)=[O:7])([CH3:4])([CH3:3])[CH3:2].[H-].[Na+].[CH2:16]([O:23][C:24]1[CH:29]=[CH:28][C:27]([C:30]2[CH:35]=[C:34](Cl)[N:33]=[N:32][C:31]=2[CH2:37][CH2:38][CH2:39][CH3:40])=[CH:26][CH:25]=1)[C:17]1[CH:22]=[CH:21][CH:20]=[CH:19][CH:18]=1.O.